From a dataset of Peptide-MHC class I binding affinity with 185,985 pairs from IEDB/IMGT. Regression. Given a peptide amino acid sequence and an MHC pseudo amino acid sequence, predict their binding affinity value. This is MHC class I binding data. (1) The peptide sequence is VVLQQHSIA. The MHC is HLA-A68:01 with pseudo-sequence HLA-A68:01. The binding affinity (normalized) is 0. (2) The peptide sequence is SLLINDTTWI. The MHC is H-2-Db with pseudo-sequence H-2-Db. The binding affinity (normalized) is 0.537. (3) The peptide sequence is ALINDQLIM. The MHC is HLA-A02:01 with pseudo-sequence HLA-A02:01. The binding affinity (normalized) is 0.578. (4) The peptide sequence is SYLKPHIFE. The MHC is HLA-A03:01 with pseudo-sequence HLA-A03:01. The binding affinity (normalized) is 0.0847. (5) The peptide sequence is VLLTRSPDQ. The MHC is HLA-A02:01 with pseudo-sequence HLA-A02:01. The binding affinity (normalized) is 0.0847. (6) The peptide sequence is RLRRRRHPL. The MHC is SLA-30401 with pseudo-sequence SLA-30401. The binding affinity (normalized) is 0.0847. (7) The peptide sequence is ITPVVFYRS. The MHC is Mamu-A01 with pseudo-sequence Mamu-A01. The binding affinity (normalized) is 1.00. (8) The peptide sequence is IQMSSGNLLF. The MHC is HLA-A24:02 with pseudo-sequence HLA-A24:02. The binding affinity (normalized) is 0.476. (9) The peptide sequence is RQRNDEIPT. The MHC is HLA-A02:01 with pseudo-sequence HLA-A02:01. The binding affinity (normalized) is 0.